This data is from Reaction yield outcomes from USPTO patents with 853,638 reactions. The task is: Predict the reaction yield, written as a fraction of the theoretical maximum amount of product (1.0 means a 100% yield; for example, 0.34 means a 34% yield). (1) The catalyst is CCO.O. The reactants are C1(C[O:5][C:6](=[O:34])[CH:7]([C:12]2[CH:17]=[C:16]([O:18][CH2:19][CH:20]3[CH2:22][CH2:21]3)[C:15]([C:23]3[CH:28]=[CH:27][C:26]([C:29]([F:32])([F:31])[F:30])=[CH:25][CH:24]=3)=[C:14]([Cl:33])[CH:13]=2)[CH2:8][CH:9]([CH3:11])[CH3:10])CC1.[OH-].[K+]. The yield is 0.850. The product is [Cl:33][C:14]1[CH:13]=[C:12]([CH:7]([CH2:8][CH:9]([CH3:11])[CH3:10])[C:6]([OH:34])=[O:5])[CH:17]=[C:16]([O:18][CH2:19][CH:20]2[CH2:22][CH2:21]2)[C:15]=1[C:23]1[CH:28]=[CH:27][C:26]([C:29]([F:30])([F:31])[F:32])=[CH:25][CH:24]=1. (2) The reactants are O1[C:5]2([CH2:10][CH2:9][CH:8]([N:11]3[C:16](=[O:17])[C:15]([CH2:18][C:19]4[CH:24]=[CH:23][C:22]([C:25]5[C:26]([C:31]#[N:32])=[CH:27][CH:28]=[CH:29][CH:30]=5)=[CH:21][C:20]=4[F:33])=[C:14]([CH2:34][CH2:35][CH3:36])[N:13]4[N:37]=[CH:38][N:39]=[C:12]34)[CH2:7][CH2:6]2)[O:4]CC1.Cl.O1CCCC1. The catalyst is C(OCC)(=O)C. The product is [F:33][C:20]1[CH:21]=[C:22]([C:25]2[C:26]([C:31]#[N:32])=[CH:27][CH:28]=[CH:29][CH:30]=2)[CH:23]=[CH:24][C:19]=1[CH2:18][C:15]1[C:16](=[O:17])[N:11]([C@H:8]2[CH2:9][CH2:10][C@@H:5]([OH:4])[CH2:6][CH2:7]2)[C:12]2[N:13]([N:37]=[CH:38][N:39]=2)[C:14]=1[CH2:34][CH2:35][CH3:36]. The yield is 0.0900. (3) The catalyst is CO. The product is [Cl:1][C:2]1[CH:11]=[C:10]([C:12]#[C:13][CH:14]2[CH2:16][CH2:15]2)[CH:9]=[CH:8][C:3]=1[C:4]([OH:6])=[O:5]. The reactants are [Cl:1][C:2]1[CH:11]=[C:10]([C:12]#[C:13][CH:14]2[CH2:16][CH2:15]2)[CH:9]=[CH:8][C:3]=1[C:4]([O:6]C)=[O:5].[OH-].[Na+].C1COCC1. The yield is 0.930. (4) The reactants are [CH3:1][C:2]1[C:3]([C:15]([O:17]CC)=[O:16])=[C:4]2[CH:9]=[CH:8][CH:7]=[N:6][N:5]2[C:10]=1[CH:11]([NH:13][CH3:14])[CH3:12].O.[OH-].[Li+].[CH3:23][C:24](OC(C)=O)=[O:25].Cl. The catalyst is C1COCC1.CO.O.O. The product is [CH3:1][C:2]1[C:3]([C:15]([OH:17])=[O:16])=[C:4]2[CH:9]=[CH:8][CH:7]=[N:6][N:5]2[C:10]=1[CH:11]([N:13]([CH3:14])[C:24](=[O:25])[CH3:23])[CH3:12]. The yield is 0.540. (5) The reactants are C[O:2][C:3]([C:5]1[CH2:14][CH2:13][C:12]2[C:7](=[CH:8][C:9](CC(C)(C)C)=[CH:10][CH:11]=2)[C:6]=1[OH:20])=O.[H-].[Al+3].[Li+].[H-].[H-].[H-]. The catalyst is O1CCCC1. The product is [OH:2][CH2:3][CH:5]1[CH2:14][CH2:13][C:12]2[C:7](=[CH:8][CH:9]=[CH:10][CH:11]=2)[C:6]1=[O:20]. The yield is 0.700. (6) The reactants are [CH3:1][O:2][C:3]1[CH:4]=[C:5]([C:12]([NH2:14])=O)[CH:6]=[C:7]([CH:11]=1)[C:8]([NH2:10])=O.N1C=CC=CC=1.FC(F)(F)C(OC(=O)C(F)(F)F)=O. The catalyst is ClCCl. The product is [CH3:1][O:2][C:3]1[CH:4]=[C:5]([C:12]#[N:14])[CH:6]=[C:7]([CH:11]=1)[C:8]#[N:10]. The yield is 0.460. (7) The reactants are [CH:1]1([N:6]2[C:15]3[N:14]=[C:13]([NH:16][C:17]4[CH:18]=[CH:19][C:20]([C:29]([OH:31])=O)=[C:21]5[C:25]=4[O:24][CH:23]([CH2:26][O:27][CH3:28])[CH2:22]5)[N:12]=[CH:11][C:10]=3[N:9]([CH3:32])[C:8](=[O:33])[C@H:7]2[CH2:34][CH3:35])[CH2:5][CH2:4][CH2:3][CH2:2]1.F[B-](F)(F)F.[N:41]1(OC(N(C)C)=[N+](C)C)[C:45]2[CH:46]=[CH:47]C=[CH:49][C:44]=2N=N1.[CH:58]([N:61](C(C)C)CC)(C)C.C(=O)([O-])[O-].[Na+].[Na+]. The catalyst is ClCCl. The product is [CH:1]1([N:6]2[C:15]3[N:14]=[C:13]([NH:16][C:17]4[CH:18]=[CH:19][C:20]([C:29]([NH:41][CH:45]5[CH2:44][CH2:49][N:61]([CH3:58])[CH2:47][CH2:46]5)=[O:31])=[C:21]5[C:25]=4[O:24][CH:23]([CH2:26][O:27][CH3:28])[CH2:22]5)[N:12]=[CH:11][C:10]=3[N:9]([CH3:32])[C:8](=[O:33])[C@H:7]2[CH2:34][CH3:35])[CH2:5][CH2:4][CH2:3][CH2:2]1. The yield is 0.690. (8) The product is [OH:21][C:22]12[CH2:23][CH:24]3[CH2:30][CH:28]([CH2:27][C:26]([CH2:33][C:32]([O:35][CH:36]([CH3:47])[C:37]([F:46])([F:45])[C:38]([F:44])([F:43])[S:39]([O-:42])(=[O:41])=[O:40])=[O:34])([CH2:25]3)[CH2:31]1)[CH2:29]2.[C:2]1([S+:8]2[C:9]3[CH:20]=[CH:19][CH:18]=[CH:17][C:10]=3[C:11]3[CH:16]=[CH:15][CH:14]=[CH:13][C:12]2=3)[CH:7]=[CH:6][CH:5]=[CH:4][CH:3]=1. The catalyst is ClCCl. The reactants are [Br-].[C:2]1([S+:8]2[C:12]3[CH:13]=[CH:14][CH:15]=[CH:16][C:11]=3[C:10]3[CH:17]=[CH:18][CH:19]=[CH:20][C:9]2=3)[CH:7]=[CH:6][CH:5]=[CH:4][CH:3]=1.[OH:21][C:22]12[CH2:31][CH:26]3[CH2:27][CH:28]([CH2:30][CH:24]([CH2:25]3)[CH2:23]1)[CH2:29]2.[C:32]([O:35][CH:36]([CH3:47])[C:37]([F:46])([F:45])[C:38]([F:44])([F:43])[S:39]([O-:42])(=[O:41])=[O:40])(=[O:34])[CH3:33].[Na].O. The yield is 0.990. (9) The reactants are Cl[C:2]1[CH:7]=[CH:6][C:5]([N+:8]([O-:10])=[O:9])=[CH:4][N:3]=1.Cl.[NH:12]1[CH2:17][CH2:16][CH:15]([CH2:18][C:19]([O:21][CH3:22])=[O:20])[CH2:14][CH2:13]1.C(N=P1(N(CC)CC)N(C)CCCN1C)(C)(C)C. The catalyst is CC(N(C)C)=O. The product is [N+:8]([C:5]1[CH:6]=[CH:7][C:2]([N:12]2[CH2:17][CH2:16][CH:15]([CH2:18][C:19]([O:21][CH3:22])=[O:20])[CH2:14][CH2:13]2)=[N:3][CH:4]=1)([O-:10])=[O:9]. The yield is 0.210. (10) The reactants are Cl[C:2]1[CH:7]=[CH:6][N:5]2[N:8]=[CH:9][C:10]([C:11]([O:13][CH2:14][CH3:15])=[O:12])=[C:4]2[N:3]=1.[NH2:16][C:17]1[CH:22]=[CH:21][CH:20]=[C:19]([C:23]([F:26])([F:25])[F:24])[N:18]=1.C1(P(C2C=CC=CC=2)C2C3OC4C(=CC=CC=4P(C4C=CC=CC=4)C4C=CC=CC=4)C(C)(C)C=3C=CC=2)C=CC=CC=1.CC(C)([O-])C.[Na+]. The catalyst is [Pd].[Pd].C(=CC(C=CC1C=CC=CC=1)=O)C1C=CC=CC=1.C(=CC(C=CC1C=CC=CC=1)=O)C1C=CC=CC=1.C(=CC(C=CC1C=CC=CC=1)=O)C1C=CC=CC=1.C1(C)C=CC=CC=1. The product is [F:26][C:23]([F:24])([F:25])[C:19]1[N:18]=[C:17]([NH:16][C:2]2[CH:7]=[CH:6][N:5]3[N:8]=[CH:9][C:10]([C:11]([O:13][CH2:14][CH3:15])=[O:12])=[C:4]3[N:3]=2)[CH:22]=[CH:21][CH:20]=1. The yield is 0.170.